The task is: Predict which catalyst facilitates the given reaction.. This data is from Catalyst prediction with 721,799 reactions and 888 catalyst types from USPTO. (1) Reactant: [CH3:1][O:2][C:3]([C:5]1[C:22]([NH:23][C:24]2[CH:29]=[CH:28][C:27]([Br:30])=[CH:26][C:25]=2[Cl:31])=[C:21]([F:32])[C:8]2[N:9]=[CH:10][N:11]([CH2:12][CH2:13][C:14]([O:16]C(C)(C)C)=[O:15])[C:7]=2[CH:6]=1)=[O:4].[C:33]([OH:39])([C:35]([F:38])([F:37])[F:36])=[O:34]. Product: [OH:39][C:33]([C:35]([F:38])([F:37])[F:36])=[O:34].[CH3:1][O:2][C:3]([C:5]1[C:22]([NH:23][C:24]2[CH:29]=[CH:28][C:27]([Br:30])=[CH:26][C:25]=2[Cl:31])=[C:21]([F:32])[C:8]2[N:9]=[CH:10][N:11]([CH2:12][CH2:13][C:14]([OH:16])=[O:15])[C:7]=2[CH:6]=1)=[O:4]. The catalyst class is: 2. (2) Reactant: [Cl:1][C:2]1[CH:7]=[CH:6][C:5]([C@H:8]([NH2:12])[CH2:9][CH2:10][NH2:11])=[CH:4][CH:3]=1.[C:13](=S)=[S:14].N(CCO)(CCO)CCO.[S]. Product: [Cl:1][C:2]1[CH:3]=[CH:4][C:5]([C@H:8]2[CH2:9][CH2:10][NH:11][C:13](=[S:14])[NH:12]2)=[CH:6][CH:7]=1. The catalyst class is: 6.